This data is from Forward reaction prediction with 1.9M reactions from USPTO patents (1976-2016). The task is: Predict the product of the given reaction. (1) Given the reactants Br[C:2]1[C:15](=[O:16])[N:6]2[CH:7]=[CH:8][C:9]3[C:14]([C:5]2=[N:4][C:3]=1[CH2:17][CH2:18][CH2:19][CH3:20])=[CH:13][CH:12]=[CH:11][CH:10]=3.BrC1C(=O)N2C=CC=CC2=NC=1CCCC.[Cl:37][C:38]1[CH:43]=[CH:42][C:41](B(O)O)=[CH:40][CH:39]=1.COC1C=CC(B(O)O)=CC=1, predict the reaction product. The product is: [CH2:17]([C:3]1[N:4]=[C:5]2[C:14]3[C:9](=[CH:10][CH:11]=[CH:12][CH:13]=3)[CH:8]=[CH:7][N:6]2[C:15](=[O:16])[C:2]=1[C:41]1[CH:42]=[CH:43][C:38]([Cl:37])=[CH:39][CH:40]=1)[CH2:18][CH2:19][CH3:20]. (2) Given the reactants [CH2:1]([O:3][C:4]([C:6]1[CH:7]=[N:8][C:9]2[C:14]([C:15]=1Cl)=[CH:13][CH:12]=[CH:11][C:10]=2[O:17][CH3:18])=[O:5])[CH3:2].[CH:19]1([NH2:25])[CH2:24][CH2:23][CH2:22][CH2:21][CH2:20]1, predict the reaction product. The product is: [CH2:1]([O:3][C:4]([C:6]1[CH:7]=[N:8][C:9]2[C:14]([C:15]=1[NH:25][CH:19]1[CH2:24][CH2:23][CH2:22][CH2:21][CH2:20]1)=[CH:13][CH:12]=[CH:11][C:10]=2[O:17][CH3:18])=[O:5])[CH3:2].